Dataset: Full USPTO retrosynthesis dataset with 1.9M reactions from patents (1976-2016). Task: Predict the reactants needed to synthesize the given product. (1) The reactants are: [N:1]1[CH:6]=[CH:5][C:4]([N:7]2[C:15]3[C:10](=[CH:11][C:12]([O:16][C@H:17]([C:21]4[CH:26]=[CH:25][CH:24]=[CH:23][CH:22]=4)[C@H:18]([CH3:20])[NH2:19])=[CH:13][CH:14]=3)[CH:9]=[N:8]2)=[CH:3][CH:2]=1.C(N(CC)CC)C.[O:34]1[CH:38]=[CH:37][CH:36]=[C:35]1[C:39](Cl)=[O:40]. Given the product [CH3:20][C@H:18]([NH:19][C:39]([C:35]1[O:34][CH:38]=[CH:37][CH:36]=1)=[O:40])[C@@H:17]([C:21]1[CH:22]=[CH:23][CH:24]=[CH:25][CH:26]=1)[O:16][C:12]1[CH:11]=[C:10]2[C:15](=[CH:14][CH:13]=1)[N:7]([C:4]1[CH:3]=[CH:2][N:1]=[CH:6][CH:5]=1)[N:8]=[CH:9]2, predict the reactants needed to synthesize it. (2) Given the product [CH3:30][S:27]([C:22]1[CH:23]=[CH:24][CH:25]=[CH:26][C:21]=1[N:20]1[CH2:19][CH2:18][O:17][C:16]2[CH:31]=[C:12]([S:9]([NH:8][C:32]3[S:33][CH:34]=[CH:35][N:36]=3)(=[O:10])=[O:11])[CH:13]=[CH:14][C:15]1=2)(=[O:29])=[O:28], predict the reactants needed to synthesize it. The reactants are: COC1C=CC(C[N:8]([C:32]2[S:33][CH:34]=[CH:35][N:36]=2)[S:9]([C:12]2[CH:13]=[CH:14][C:15]3[N:20]([C:21]4[CH:26]=[CH:25][CH:24]=[CH:23][C:22]=4[S:27]([CH3:30])(=[O:29])=[O:28])[CH2:19][CH2:18][O:17][C:16]=3[CH:31]=2)(=[O:11])=[O:10])=CC=1.C(O)(C(F)(F)F)=O. (3) Given the product [Cl:25][C:20]1[CH:21]=[CH:22][CH:23]=[CH:24][C:19]=1[N:17]([CH3:18])[C:15]([C:13]1[S:12][C:11]2[C:5]3[CH:4]=[CH:3][C:2]([C:32]#[C:31][CH2:30][N:28]([CH3:29])[CH3:27])=[CH:26][C:6]=3[O:7][CH2:8][CH2:9][C:10]=2[CH:14]=1)=[O:16], predict the reactants needed to synthesize it. The reactants are: Br[C:2]1[CH:3]=[CH:4][C:5]2[C:11]3[S:12][C:13]([C:15]([N:17]([C:19]4[CH:24]=[CH:23][CH:22]=[CH:21][C:20]=4[Cl:25])[CH3:18])=[O:16])=[CH:14][C:10]=3[CH2:9][CH2:8][O:7][C:6]=2[CH:26]=1.[CH3:27][N:28]([CH2:30][C:31]#[CH:32])[CH3:29]. (4) Given the product [CH2:3]([O:9][C:11]1[N:16]=[C:15]([O:19][CH2:3][CH2:4][CH:5]=[CH:6][CH2:7][CH3:8])[N:14]=[C:13]([O:9][CH2:3][CH2:4][CH:5]=[CH:6][CH2:7][CH3:8])[N:12]=1)[CH2:4][CH:5]=[CH:6][CH2:7][CH3:8], predict the reactants needed to synthesize it. The reactants are: [H-].[Na+].[CH2:3]([OH:9])[CH2:4][CH:5]=[CH:6][CH2:7][CH3:8].Cl[C:11]1[N:16]=[C:15](Cl)[N:14]=[C:13](Cl)[N:12]=1.[OH2:19]. (5) The reactants are: C([N:4]1[CH2:9][CH2:8][N:7]([CH2:10][CH2:11][CH2:12][O:13][C:14]2[CH:19]=[CH:18][C:17]([CH:20]3[CH2:25][CH2:24][N:23]([C:26]4[CH2:27][CH2:28][C:29]5[N:30]([C:32]([C:35]([F:38])([F:37])[F:36])=[N:33][N:34]=5)[N:31]=4)[CH2:22][CH2:21]3)=[CH:16][CH:15]=2)[CH2:6][CH2:5]1)(=O)C.[CH3:39][S:40](Cl)(=[O:42])=[O:41]. Given the product [CH3:39][S:40]([N:4]1[CH2:9][CH2:8][N:7]([CH2:10][CH2:11][CH2:12][O:13][C:14]2[CH:19]=[CH:18][C:17]([CH:20]3[CH2:21][CH2:22][N:23]([C:26]4[CH2:27][CH2:28][C:29]5[N:30]([C:32]([C:35]([F:36])([F:37])[F:38])=[N:33][N:34]=5)[N:31]=4)[CH2:24][CH2:25]3)=[CH:16][CH:15]=2)[CH2:6][CH2:5]1)(=[O:42])=[O:41], predict the reactants needed to synthesize it.